This data is from Reaction yield outcomes from USPTO patents with 853,638 reactions. The task is: Predict the reaction yield, written as a fraction of the theoretical maximum amount of product (1.0 means a 100% yield; for example, 0.34 means a 34% yield). (1) The reactants are [F:1][C:2]1[CH:7]=[CH:6][C:5]([C:8]2[C:13]([C:14]([O:16][CH3:17])=[O:15])=[C:12]([CH:18]([CH3:20])[CH3:19])[N:11]=[C:10]([OH:21])[N:9]=2)=[CH:4][CH:3]=1.C(N(CC)CC)C.C(#N)C.[C:32]1([CH3:42])[CH:37]=[CH:36][C:35]([S:38](Cl)(=[O:40])=[O:39])=[CH:34][CH:33]=1. The yield is 0.850. The catalyst is O. The product is [F:1][C:2]1[CH:3]=[CH:4][C:5]([C:8]2[C:13]([C:14]([O:16][CH3:17])=[O:15])=[C:12]([CH:18]([CH3:19])[CH3:20])[N:11]=[C:10]([O:21][S:38]([C:35]3[CH:36]=[CH:37][C:32]([CH3:42])=[CH:33][CH:34]=3)(=[O:40])=[O:39])[N:9]=2)=[CH:6][CH:7]=1. (2) The reactants are Cl[C:2]1[CH:7]=[CH:6][C:5]([N+:8]([O-:10])=[O:9])=[CH:4][C:3]=1[S:11]([NH2:14])(=[O:13])=[O:12].[CH2:15]([NH2:22])[C:16]1[CH:21]=[CH:20][CH:19]=[CH:18][CH:17]=1.C(N(C(C)C)CC)(C)C.O. The catalyst is C(#N)C. The product is [CH2:15]([NH:22][C:2]1[CH:7]=[CH:6][C:5]([N+:8]([O-:10])=[O:9])=[CH:4][C:3]=1[S:11]([NH2:14])(=[O:13])=[O:12])[C:16]1[CH:21]=[CH:20][CH:19]=[CH:18][CH:17]=1. The yield is 0.833. (3) The reactants are [C:1]([O:5][C:6](=[O:27])[CH2:7]/[N:8]=[CH:9]/[CH2:10][C:11]([C:14]1[CH2:15][CH2:16][N:17]([CH2:20][C:21]2[CH:26]=[CH:25][CH:24]=[CH:23][CH:22]=2)[CH2:18][CH:19]=1)([CH3:13])[CH3:12])([CH3:4])([CH3:3])[CH3:2].[Cl:28][C:29]1[C:30]([F:47])=[C:31](/[CH:35]=[C:36](/[C:39]2[CH:44]=[CH:43][C:42]([Cl:45])=[CH:41][C:40]=2[F:46])\[C:37]#[N:38])[CH:32]=[CH:33][CH:34]=1.C(N(CC)CC)C.C1CCN2C(=NCCC2)CC1. The catalyst is ClCCl.C(O)(C)(C)C. The product is [C:1]([O:5][C:6]([CH:7]1[CH:35]([C:31]2[CH:32]=[CH:33][CH:34]=[C:29]([Cl:28])[C:30]=2[F:47])[C:36]([C:39]2[CH:44]=[CH:43][C:42]([Cl:45])=[CH:41][C:40]=2[F:46])([C:37]#[N:38])[CH:9]([CH2:10][C:11]([C:14]2[CH2:19][CH2:18][N:17]([CH2:20][C:21]3[CH:22]=[CH:23][CH:24]=[CH:25][CH:26]=3)[CH2:16][CH:15]=2)([CH3:13])[CH3:12])[NH:8]1)=[O:27])([CH3:2])([CH3:3])[CH3:4]. The yield is 0.810.